Dataset: Full USPTO retrosynthesis dataset with 1.9M reactions from patents (1976-2016). Task: Predict the reactants needed to synthesize the given product. (1) Given the product [CH:37]([NH:40][C:2]1[CH:36]=[CH:35][C:5]([C:6]([NH:8][C:9]2[CH:14]=[C:13]([C:15]([N:17]3[CH2:18][CH:19]([C:21]4[CH:22]=[CH:23][C:24]([C:27]5[CH:28]=[N:29][N:30]([CH3:32])[CH:31]=5)=[CH:25][CH:26]=4)[CH2:20]3)=[O:16])[CH:12]=[CH:11][C:10]=2[O:33][CH3:34])=[O:7])=[CH:4][N:3]=1)([CH3:39])[CH3:38], predict the reactants needed to synthesize it. The reactants are: Cl[C:2]1[CH:36]=[CH:35][C:5]([C:6]([NH:8][C:9]2[CH:14]=[C:13]([C:15]([N:17]3[CH2:20][CH:19]([C:21]4[CH:26]=[CH:25][C:24]([C:27]5[CH:28]=[N:29][N:30]([CH3:32])[CH:31]=5)=[CH:23][CH:22]=4)[CH2:18]3)=[O:16])[CH:12]=[CH:11][C:10]=2[O:33][CH3:34])=[O:7])=[CH:4][N:3]=1.[CH:37]([NH2:40])([CH3:39])[CH3:38]. (2) Given the product [F:1][C:2]1[CH:34]=[CH:33][C:5]([CH2:6][CH2:7][C:8]2[CH:16]=[CH:15][C:14]([O:17][CH:18]([C:26]3[CH:27]=[CH:28][C:29]([F:32])=[CH:30][CH:31]=3)[CH2:19][C:20]3[N:24]([CH3:25])[CH:23]=[N:22][CH:21]=3)=[CH:13][C:9]=2[C:10]([OH:12])=[O:11])=[CH:4][CH:3]=1, predict the reactants needed to synthesize it. The reactants are: [F:1][C:2]1[CH:34]=[CH:33][C:5]([CH2:6][CH2:7][C:8]2[CH:16]=[CH:15][C:14]([O:17][CH:18]([C:26]3[CH:31]=[CH:30][C:29]([F:32])=[CH:28][CH:27]=3)[CH2:19][C:20]3[N:24]([CH3:25])[CH:23]=[N:22][CH:21]=3)=[CH:13][C:9]=2[C:10]([O-:12])=[O:11])=[CH:4][CH:3]=1.[OH-].[Na+].CO. (3) Given the product [F:1][C:2]1[N:7]=[CH:6][C:5]([C:8]2([CH2:14][OH:15])[CH2:9][CH2:10][O:11][CH2:12][CH2:13]2)=[CH:4][CH:3]=1, predict the reactants needed to synthesize it. The reactants are: [F:1][C:2]1[N:7]=[CH:6][C:5]([C:8]2([CH:14]=[O:15])[CH2:13][CH2:12][O:11][CH2:10][CH2:9]2)=[CH:4][CH:3]=1.[BH4-].[Na+]. (4) Given the product [F:12][C:13]1[CH:18]=[CH:17][C:16]([CH:19]([OH:41])[C:20]2[CH:40]=[CH:39][C:23]([CH2:24][O:25][C:26]3[CH:31]=[CH:30][C:29]([C:32](=[O:34])[CH3:33])=[C:28]([OH:35])[C:27]=3[CH2:36][CH2:37][CH3:38])=[CH:22][CH:21]=2)=[CH:15][C:14]=1[C:48]1[N:49]=[N:50][NH:51][N:52]=1, predict the reactants needed to synthesize it. The reactants are: C1(C)C=CC(S(O)(=O)=O)=CC=1.[F:12][C:13]1[CH:18]=[CH:17][C:16]([CH:19]([O:41]C2CCCCO2)[C:20]2[CH:40]=[CH:39][C:23]([CH2:24][O:25][C:26]3[CH:31]=[CH:30][C:29]([C:32](=[O:34])[CH3:33])=[C:28]([OH:35])[C:27]=3[CH2:36][CH2:37][CH3:38])=[CH:22][CH:21]=2)=[CH:15][C:14]=1[C:48]1[N:49]=[N:50][NH:51][N:52]=1. (5) Given the product [F:11][C:5]1[CH:4]=[C:3]([O:12][CH2:20][CH2:21][CH3:22])[C:2]([F:1])=[CH:7][C:6]=1[N+:8]([O-:10])=[O:9], predict the reactants needed to synthesize it. The reactants are: [F:1][C:2]1[CH:7]=[C:6]([N+:8]([O-:10])=[O:9])[C:5]([F:11])=[CH:4][C:3]=1[OH:12].C(=O)([O-])[O-].[K+].[K+].I[CH2:20][CH2:21][CH3:22]. (6) Given the product [NH2:6][C:5]1[CH:4]=[CH:3][C:2]([Cl:1])=[CH:15][C:14]=1[C:19]([C:18]1[CH:22]=[CH:23][CH:24]=[C:25]([F:26])[C:17]=1[F:16])=[O:20], predict the reactants needed to synthesize it. The reactants are: [Cl:1][C:2]1[CH:15]=[CH:14][C:5]([NH:6]C(OC(C)(C)C)=O)=[CH:4][CH:3]=1.[F:16][C:17]1[C:25]([F:26])=[CH:24][CH:23]=[CH:22][C:18]=1[C:19](Cl)=[O:20]. (7) Given the product [F:21][C:2]([F:1])([F:20])[C:3]([C:5]1[S:9][C:8]([C:10]2[CH:19]=[CH:18][C:17]3[C:12](=[CH:13][CH:14]=[CH:15][CH:16]=3)[CH:11]=2)=[N:7][CH:6]=1)=[O:4], predict the reactants needed to synthesize it. The reactants are: [F:1][C:2]([F:21])([F:20])[CH:3]([C:5]1[S:9][C:8]([C:10]2[CH:19]=[CH:18][C:17]3[C:12](=[CH:13][CH:14]=[CH:15][CH:16]=3)[CH:11]=2)=[N:7][CH:6]=1)[OH:4].CC(OI1(OC(C)=O)(OC(C)=O)OC(=O)C2C=CC=CC1=2)=O.S([O-])([O-])(=O)=S.[Na+].[Na+]. (8) Given the product [F:28][C:27]([F:30])([F:29])[C:25]([OH:31])=[O:26].[CH3:24][C:22]1[CH:23]=[C:19]([C:16]2[N:15]=[C:14]([C@H:10]3[CH2:11][CH2:12][CH2:13][NH:8][CH2:9]3)[O:18][N:17]=2)[NH:20][CH:21]=1, predict the reactants needed to synthesize it. The reactants are: C(OC([N:8]1[CH2:13][CH2:12][CH2:11][C@H:10]([C:14]2[O:18][N:17]=[C:16]([C:19]3[NH:20][CH:21]=[C:22]([CH3:24])[CH:23]=3)[N:15]=2)[CH2:9]1)=O)(C)(C)C.[C:25]([OH:31])([C:27]([F:30])([F:29])[F:28])=[O:26]. (9) Given the product [Br:1][C:2]1[CH:7]=[CH:6][C:5]([F:8])=[CH:4][C:3]=1[O:9][CH:11]([F:16])[F:15], predict the reactants needed to synthesize it. The reactants are: [Br:1][C:2]1[CH:7]=[CH:6][C:5]([F:8])=[CH:4][C:3]=1[OH:9].Cl[C:11]([F:16])([F:15])C([O-])=O.[Na+].C(=O)([O-])[O-].[Cs+].[Cs+].CN(C=O)C. (10) Given the product [C:26]([O:28][C:6]([N:7]1[CH2:76][CH2:75][N:12]([C:11]2[CH:10]=[N:9][C:8]([NH:7][C:6]([O:5][C:1]([CH3:4])([CH3:3])[CH3:2])=[O:24])=[C:13]([O:14][CH2:15][C:16]3[CH:21]=[CH:20][CH:19]=[C:18]([Cl:22])[CH:17]=3)[N:12]=2)[CH2:13][CH2:8]1)=[O:5])([CH3:29])([CH3:27])[CH3:25], predict the reactants needed to synthesize it. The reactants are: [C:1]([O:5][C:6](=[O:24])[NH:7][C:8]1[C:13]([O:14][CH2:15][C:16]2[CH:21]=[CH:20][CH:19]=[C:18]([Cl:22])[CH:17]=2)=[N:12][C:11](Br)=[CH:10][N:9]=1)([CH3:4])([CH3:3])[CH3:2].[CH3:25][C:26]([CH3:29])([O-:28])[CH3:27].[Na+].C1C=CC(P(C2C(C3C(P(C4C=CC=[CH:75][CH:76]=4)C4C=CC=CC=4)=CC=C4C=3C=CC=C4)=C3C(C=CC=C3)=CC=2)C2C=CC=CC=2)=CC=1.